From a dataset of Experimentally validated miRNA-target interactions with 360,000+ pairs, plus equal number of negative samples. Binary Classification. Given a miRNA mature sequence and a target amino acid sequence, predict their likelihood of interaction. The miRNA is hsa-miR-24-2-5p with sequence UGCCUACUGAGCUGAAACACAG. The protein sequence of the target gene is MGSAKSVPVTPARPPPHNKHLARVADPRSPSAGILRTPIQVESSPQPGLPAGEQLEGLKHAQDSDPRSPTLGIARTPMKTSSGDPPSPLVKQLSEVFETEDSKSNLPPEPVLPPEAPLSSELDLPLGTQLSVEEQMPPWNQTEFPSKQVFSKEEARQPTETPVASQSSDKPSRDPETPRSSGSMRNRWKPNSSKVLGRSPLTILQDDNSPGTLTLRQGKRPSPLSENVSELKEGAILGTGRLLKTGGRAWEQGQDHDKENQHFPLVES. Result: 0 (no interaction).